This data is from Full USPTO retrosynthesis dataset with 1.9M reactions from patents (1976-2016). The task is: Predict the reactants needed to synthesize the given product. Given the product [CH2:9]1[C:10]2=[C:15]3[C:14](=[CH:13][CH:12]=[CH:11]2)[CH2:2][CH2:3][C:4](=[O:5])[N:7]3[CH2:8]1, predict the reactants needed to synthesize it. The reactants are: Cl[CH2:2][CH2:3][C:4](Cl)=[O:5].[NH:7]1[C:15]2[C:10](=[CH:11][CH:12]=[CH:13][CH:14]=2)[CH2:9][CH2:8]1.Cl.[Al+3].[Cl-].[Cl-].[Cl-].[Na+].[Cl-].